From a dataset of Full USPTO retrosynthesis dataset with 1.9M reactions from patents (1976-2016). Predict the reactants needed to synthesize the given product. Given the product [Si:28]([O:16][CH2:15][CH:14]([C:4]1[C:5]([O:11][CH2:12][CH3:13])=[C:6]([C:8](=[O:10])[CH3:9])[CH:7]=[C:2]([Cl:1])[C:3]=1[F:18])[OH:17])([C:31]([CH3:34])([CH3:33])[CH3:32])([CH3:30])[CH3:29], predict the reactants needed to synthesize it. The reactants are: [Cl:1][C:2]1[C:3]([F:18])=[C:4]([CH:14]([OH:17])[CH2:15][OH:16])[C:5]([O:11][CH2:12][CH3:13])=[C:6]([C:8](=[O:10])[CH3:9])[CH:7]=1.C(N(CC)C(C)C)(C)C.[Si:28](Cl)([C:31]([CH3:34])([CH3:33])[CH3:32])([CH3:30])[CH3:29].